Dataset: Forward reaction prediction with 1.9M reactions from USPTO patents (1976-2016). Task: Predict the product of the given reaction. (1) Given the reactants O1[C:5]2([CH2:10]CC(COC3C(Cl)=CC(C(OC(C)(C)C)=O)=C(F)C=3)C[CH2:6]2)OCC1.[C:28]12([CH2:38][O:39][C:40]3[C:52](Cl)=[CH:51][C:43]([C:44]([O:46][C:47]([CH3:50])([CH3:49])[CH3:48])=[O:45])=[C:42]([F:54])[CH:41]=3)[CH2:37][CH:32]3[CH2:33][CH:34]([CH2:36][CH:30]([CH2:31]3)[CH2:29]1)[CH2:35]2.C1(B(O)O)CC1.C(/B1OC(C)(C)C(C)(C)O1)=C\C, predict the reaction product. The product is: [C:28]12([CH2:38][O:39][C:40]3[C:52](/[CH:6]=[CH:5]/[CH3:10])=[CH:51][C:43]([C:44]([O:46][C:47]([CH3:50])([CH3:49])[CH3:48])=[O:45])=[C:42]([F:54])[CH:41]=3)[CH2:37][CH:32]3[CH2:33][CH:34]([CH2:36][CH:30]([CH2:31]3)[CH2:29]1)[CH2:35]2. (2) Given the reactants Cl[C:2]1[CH:7]=[C:6]([N:8]([CH2:16][CH:17]2[CH2:19][CH2:18]2)C(=O)OC(C)(C)C)[N:5]2[N:20]=[CH:21][C:22]([CH:23]=[O:24])=[C:4]2[N:3]=1.C(=O)([O-])[O-].[Cs+].[Cs+].C1C=CC(P(C2C=CC3C(=CC=CC=3)C=2C2C3C(=CC=CC=3)C=CC=2P(C2C=CC=CC=2)C2C=CC=CC=2)C2C=CC=CC=2)=CC=1.[Cl:77][C:78]1[CH:79]=[C:80]([CH:82]=[CH:83][C:84]=1[F:85])[NH2:81], predict the reaction product. The product is: [Cl:77][C:78]1[CH:79]=[C:80]([NH:81][C:2]2[CH:7]=[C:6]([NH:8][CH2:16][CH:17]3[CH2:18][CH2:19]3)[N:5]3[N:20]=[CH:21][C:22]([CH:23]=[O:24])=[C:4]3[N:3]=2)[CH:82]=[CH:83][C:84]=1[F:85]. (3) The product is: [Cl:30][C:15]1([C:10]2[CH:9]=[C:8]([C:5]3[CH:6]=[CH:7][C:2]([Cl:1])=[CH:3][CH:4]=3)[CH:13]=[CH:12][C:11]=2[CH3:14])[C:20](=[O:21])[C:19]([CH3:22])([CH3:23])[O:18][C:17]([CH3:25])([CH3:24])[C:16]1=[O:26]. Given the reactants [Cl:1][C:2]1[CH:7]=[CH:6][C:5]([C:8]2[CH:13]=[CH:12][C:11]([CH3:14])=[C:10]([CH:15]3[C:20](=[O:21])[C:19]([CH3:23])([CH3:22])[O:18][C:17]([CH3:25])([CH3:24])[C:16]3=[O:26])[CH:9]=2)=[CH:4][CH:3]=1.S(Cl)([Cl:30])(=O)=O, predict the reaction product. (4) The product is: [Cl:20][C:10]1[S:11][C:12]2[CH:18]=[CH:17][CH:16]=[C:15]([CH3:19])[C:13]=2[N:14]=1. Given the reactants N(OCCC(C)C)=O.N[C:10]1[S:11][C:12]2[CH:18]=[CH:17][CH:16]=[C:15]([CH3:19])[C:13]=2[N:14]=1.[ClH:20], predict the reaction product. (5) Given the reactants [Cl:1][CH2:2][C:3]([NH:5][C@@H:6]([CH2:17][OH:18])[C:7]([O:9][CH2:10][C:11]1C=CC=CC=1)=[O:8])=[O:4].[CH3:19]C([O-])(C)C.[K+], predict the reaction product. The product is: [Cl:1][CH2:2][C:3]([NH:5][C@H:6]([C:7]([O:9][CH:10]([CH3:11])[CH3:19])=[O:8])[CH2:17][OH:18])=[O:4].